From a dataset of Forward reaction prediction with 1.9M reactions from USPTO patents (1976-2016). Predict the product of the given reaction. (1) Given the reactants [Cl:1][C:2]1[N:7]=[C:6](Cl)[CH:5]=[C:4]([Cl:9])[N:3]=1.[CH:10]1([NH:16][C:17]([CH:19]2[CH2:24][CH2:23][CH:22]([C:25]([F:28])([F:27])[F:26])[NH:21][CH2:20]2)=[O:18])[CH2:15][CH2:14][CH2:13][CH2:12][CH2:11]1.CCN(C(C)C)C(C)C.CCOC(C)=O, predict the reaction product. The product is: [CH:10]1([NH:16][C:17]([CH:19]2[CH2:24][CH2:23][CH:22]([C:25]([F:28])([F:26])[F:27])[N:21]([C:6]3[CH:5]=[C:4]([Cl:9])[N:3]=[C:2]([Cl:1])[N:7]=3)[CH2:20]2)=[O:18])[CH2:11][CH2:12][CH2:13][CH2:14][CH2:15]1. (2) Given the reactants [CH3:1][C:2]([S@@:5]([NH2:7])=[O:6])([CH3:4])[CH3:3].[CH2:8]([O:10][C:11]1[CH:18]=[CH:17][C:14]([CH:15]=O)=[CH:13][C:12]=1[F:19])[CH3:9].C1(C)C=CC(S([O-])(=O)=O)=CC=1.[NH+]1C=CC=CC=1.[O-]S([O-])(=O)=O.[Mg+2], predict the reaction product. The product is: [CH2:8]([O:10][C:11]1[CH:18]=[CH:17][C:14](/[CH:15]=[N:7]/[S@:5]([C:2]([CH3:4])([CH3:3])[CH3:1])=[O:6])=[CH:13][C:12]=1[F:19])[CH3:9]. (3) Given the reactants F[C:2]1[CH:7]=[CH:6][C:5]([NH:8][S:9]([C:12]2[CH:17]=[CH:16][CH:15]=[CH:14][C:13]=2C)(=[O:11])=[O:10])=[CH:4][C:3]=1[N+:19]([O-:21])=[O:20].[CH:22]1([CH2:27][NH2:28])[CH2:26][CH2:25][CH2:24][CH2:23]1.[CH3:29]CO, predict the reaction product. The product is: [CH:22]1([CH2:27][NH:28][C:2]2[CH:7]=[CH:6][C:5]([N:8]([CH3:29])[S:9]([C:12]3[CH:13]=[CH:14][CH:15]=[CH:16][CH:17]=3)(=[O:10])=[O:11])=[CH:4][C:3]=2[N+:19]([O-:21])=[O:20])[CH2:26][CH2:25][CH2:24][CH2:23]1. (4) Given the reactants Cl[C:2]1[N:7]=[C:6]([C:8]2[CH:13]=[CH:12][C:11]([N+:14]([O-:16])=[O:15])=[CH:10][CH:9]=2)[N:5]=[C:4]([N:17]2[CH:22]3[CH2:23][CH2:24][CH:18]2[CH2:19][O:20][CH2:21]3)[CH:3]=1.C([Sn](CCCC)(CCCC)[C:30]1[CH2:31][CH2:32][O:33][CH2:34][CH:35]=1)CCC, predict the reaction product. The product is: [O:33]1[CH2:32][CH:31]=[C:30]([C:2]2[N:7]=[C:6]([C:8]3[CH:13]=[CH:12][C:11]([N+:14]([O-:16])=[O:15])=[CH:10][CH:9]=3)[N:5]=[C:4]([N:17]3[CH:18]4[CH2:24][CH2:23][CH:22]3[CH2:21][O:20][CH2:19]4)[CH:3]=2)[CH2:35][CH2:34]1. (5) Given the reactants [N:1]1[CH:6]=[CH:5][CH:4]=[C:3](C(Cl)=O)[C:2]=1[C:10](Cl)=O.[Cl-].[Cl-].[Cl-].[Al+3].[C:17]1([CH3:24])[CH:22]=[CH:21][CH:20]=[C:19]([CH3:23])[CH:18]=1, predict the reaction product. The product is: [CH3:24][C:17]1[CH:18]=[C:19]([CH3:23])[CH:20]=[CH:21][C:22]=1[C:6]1[CH:5]=[CH:4][CH:3]=[C:2]([C:10]2[CH:21]=[CH:22][C:17]([CH3:24])=[CH:18][C:19]=2[CH3:20])[N:1]=1. (6) Given the reactants [Cl:1][C:2]1[C:3]2[CH:10]=[C:9](I)[N:8](S(C3C=CC=CC=3)(=O)=O)[C:4]=2[N:5]=[CH:6][N:7]=1.[OH:21][C:22]([C:25]1[CH:30]=[CH:29][C:28](B(O)O)=[CH:27][CH:26]=1)([CH3:24])[CH3:23].C([O-])([O-])=O.[Na+].[Na+], predict the reaction product. The product is: [Cl:1][C:2]1[C:3]2[CH:10]=[C:9]([C:28]3[CH:29]=[CH:30][C:25]([C:22]([OH:21])([CH3:24])[CH3:23])=[CH:26][CH:27]=3)[NH:8][C:4]=2[N:5]=[CH:6][N:7]=1. (7) Given the reactants [C:1]([N:4]1[C:13]2[C:8](=[CH:9][C:10]([N:14]3[CH2:19][CH2:18][N:17](C(OC(C)(C)C)=O)[CH2:16][CH2:15]3)=[CH:11][CH:12]=2)[C@H:7]([NH:27][C:28]2[CH:33]=[N:32][C:31]([CH3:34])=[CH:30][N:29]=2)[C@@H:6]([CH3:35])[C@@H:5]1[CH3:36])(=[O:3])[CH3:2].C(O)(C(F)(F)F)=O, predict the reaction product. The product is: [CH3:36][C@H:5]1[C@H:6]([CH3:35])[C@@H:7]([NH:27][C:28]2[CH:33]=[N:32][C:31]([CH3:34])=[CH:30][N:29]=2)[C:8]2[C:13](=[CH:12][CH:11]=[C:10]([N:14]3[CH2:15][CH2:16][NH:17][CH2:18][CH2:19]3)[CH:9]=2)[N:4]1[C:1](=[O:3])[CH3:2]. (8) Given the reactants [C:1]([O:5][C:6]([C:8]1[N:9](C(OCC2C=CC=CC=2)=O)[C:10]2[C:15]([C:16]=1[NH:17][C:18]([NH:20][C:21]1[C:25]([C:26](OC)=[O:27])=[CH:24][S:23][CH:22]=1)=[O:19])=[CH:14][C:13]([C:30]([F:33])([F:32])[F:31])=[CH:12][CH:11]=2)=[O:7])([CH3:4])([CH3:3])[CH3:2].C[O-].[Na+].C(OCC)(=O)C, predict the reaction product. The product is: [C:1]([O:5][C:6]([C:8]1[NH:9][C:10]2[C:15]([C:16]=1[N:17]1[C:26](=[O:27])[C:25]3=[CH:24][S:23][CH:22]=[C:21]3[NH:20][C:18]1=[O:19])=[CH:14][C:13]([C:30]([F:33])([F:31])[F:32])=[CH:12][CH:11]=2)=[O:7])([CH3:4])([CH3:3])[CH3:2]. (9) Given the reactants [C:1]([C:3]1[N:7]2[CH:8]=[C:9]([C:12]3[CH:17]=[CH:16][C:15]([C:18]([F:21])([F:20])[F:19])=[CH:14][CH:13]=3)[CH:10]=[CH:11][C:6]2=[N:5][CH:4]=1)#[CH:2].[NH2:22][C:23]1[N:28]=[CH:27][C:26](I)=[CH:25][N:24]=1, predict the reaction product. The product is: [F:19][C:18]([F:20])([F:21])[C:15]1[CH:16]=[CH:17][C:12]([C:9]2[CH:10]=[CH:11][C:6]3[N:7]([C:3]([C:1]#[C:2][C:26]4[CH:25]=[N:24][C:23]([NH2:22])=[N:28][CH:27]=4)=[CH:4][N:5]=3)[CH:8]=2)=[CH:13][CH:14]=1.